From a dataset of Catalyst prediction with 721,799 reactions and 888 catalyst types from USPTO. Predict which catalyst facilitates the given reaction. (1) Reactant: C1(S([N:10]2[C:14]3=[N:15][CH:16]=[C:17]([O:19][CH3:20])[CH:18]=[C:13]3[CH:12]=[C:11]2[C:21]([C:29]2[CH:34]=[CH:33][C:32]([S:35]([CH3:38])(=[O:37])=[O:36])=[CH:31][CH:30]=2)(O)[CH2:22][CH:23]2[CH2:27][CH2:26][CH2:25][O:24]2)(=O)=O)C=CC=CC=1.[F-].C([N+](CCCC)(CCCC)CCCC)CCC. Product: [CH3:38][S:35]([C:32]1[CH:33]=[CH:34][C:29]([C:21]([C:11]2[NH:10][C:14]3=[N:15][CH:16]=[C:17]([O:19][CH3:20])[CH:18]=[C:13]3[CH:12]=2)=[CH:22][CH:23]2[CH2:27][CH2:26][CH2:25][O:24]2)=[CH:30][CH:31]=1)(=[O:36])=[O:37]. The catalyst class is: 54. (2) Reactant: [CH3:1][O:2][C:3]1[CH:11]=[C:10]2[C:6]([C:7]([CH2:17][C:18]3[N:23]=[C:22]([C:24]([O:26]C)=[O:25])[CH:21]=[CH:20][CH:19]=3)=[C:8]([C:12]3[CH:16]=[CH:15][S:14][CH:13]=3)[NH:9]2)=[CH:5][CH:4]=1.[OH-].[Na+]. Product: [CH3:1][O:2][C:3]1[CH:11]=[C:10]2[C:6]([C:7]([CH2:17][C:18]3[N:23]=[C:22]([C:24]([OH:26])=[O:25])[CH:21]=[CH:20][CH:19]=3)=[C:8]([C:12]3[CH:16]=[CH:15][S:14][CH:13]=3)[NH:9]2)=[CH:5][CH:4]=1. The catalyst class is: 83. (3) Reactant: [CH3:1][O:2][C:3]1[C:8]([N+:9]([O-:11])=[O:10])=[CH:7][C:6]([C:12]([CH3:16])([CH3:15])[CH2:13][OH:14])=[CH:5][C:4]=1[N+:17]([O-:19])=[O:18].[C:20](OC(=O)C)(=[O:22])[CH3:21]. Product: [CH3:1][O:2][C:3]1[C:4]([N+:17]([O-:19])=[O:18])=[CH:5][C:6]([C:12]([CH3:16])([CH3:15])[CH2:13][O:14][C:20](=[O:22])[CH3:21])=[CH:7][C:8]=1[N+:9]([O-:11])=[O:10]. The catalyst class is: 64. (4) Reactant: [Cl:1][C:2]1[C:3](F)=[C:4]([CH:13]=[CH:14][CH:15]=1)[CH2:5][N:6]1[CH2:10][CH2:9][CH2:8][CH:7]1[CH2:11][OH:12].[H-].[Na+].CO. Product: [Cl:1][C:2]1[C:3]2[O:12][CH2:11][CH:7]3[CH2:8][CH2:9][CH2:10][N:6]3[CH2:5][C:4]=2[CH:13]=[CH:14][CH:15]=1. The catalyst class is: 1. (5) Reactant: [C:1]([NH:4][C:5]1[CH:6]=[C:7]([CH:12]=[CH:13][N:14]=1)[C:8](OC)=[O:9])(=[O:3])[CH3:2].[NH2:15][NH2:16].[N:17]([O-])=O.[Na+]. Product: [C:1]([NH:4][C:5]1[CH:6]=[C:7]([CH:12]=[CH:13][N:14]=1)[C:8]([N:15]=[N+:16]=[N-:17])=[O:9])(=[O:3])[CH3:2]. The catalyst class is: 5. (6) Reactant: [NH2:1][CH2:2][C@@H:3]1[C@@H:8]([C:9](OCC)=[O:10])[C@H:7]([C:14]2[CH:19]=[CH:18][C:17]([F:20])=[CH:16][CH:15]=2)[C@@H:6]([O:21][C@@H:22]([C:24]2[CH:29]=[C:28]([C:30]([F:33])([F:32])[F:31])[CH:27]=[C:26]([C:34]([F:37])([F:36])[F:35])[CH:25]=2)[CH3:23])[CH2:5][CH2:4]1.[C:38]1(=O)[CH2:42][CH2:41][C:40](=[O:43])[CH2:39]1.CC1C=CC(S(O)(=O)=O)=CC=1. Product: [F:31][C:30]([F:32])([F:33])[C:28]1[CH:29]=[C:24]([C@H:22]([O:21][C@H:6]2[CH2:5][CH2:4][C@H:3]([CH2:2][NH:1][C:38]3[CH2:42][CH2:41][C:40](=[O:43])[CH:39]=3)[C@@H:8]([CH2:9][OH:10])[C@@H:7]2[C:14]2[CH:19]=[CH:18][C:17]([F:20])=[CH:16][CH:15]=2)[CH3:23])[CH:25]=[C:26]([C:34]([F:36])([F:37])[F:35])[CH:27]=1. The catalyst class is: 11. (7) Reactant: C1C(=O)N([Br:8])C(=O)C1.CN(C=O)C.[CH3:14][C:15]1[CH:20]=[CH:19][C:18]([CH3:21])=[CH:17][C:16]=1[O:22][CH3:23].O. Product: [Br:8][C:19]1[C:18]([CH3:21])=[CH:17][C:16]([O:22][CH3:23])=[C:15]([CH3:14])[CH:20]=1. The catalyst class is: 194. (8) Reactant: Cl.[F:2][C:3]([F:20])([F:19])[C:4]1[CH:5]=[CH:6][C:7]([N:10]2[CH:18]=[C:13]3[CH2:14][NH:15][CH2:16][CH2:17][C:12]3=[N:11]2)=[N:8][CH:9]=1.C(N(CC)CC)C.[Cl:28][CH2:29][C:30](Cl)=[O:31].O. The catalyst class is: 4. Product: [Cl:28][CH2:29][C:30]([N:15]1[CH2:16][CH2:17][C:12]2=[N:11][N:10]([C:7]3[CH:6]=[CH:5][C:4]([C:3]([F:19])([F:2])[F:20])=[CH:9][N:8]=3)[CH:18]=[C:13]2[CH2:14]1)=[O:31]. (9) Reactant: [Cl:1][C:2]1[C:3](O)=[N:4][C:5]([C:11]2[CH:16]=[CH:15][C:14]([Cl:17])=[C:13]([O:18][CH3:19])[C:12]=2[F:20])=[N:6][C:7]=1[C:8]([OH:10])=[O:9].P(Cl)(Cl)([Cl:24])=O. Product: [Cl:17][C:14]1[CH:15]=[CH:16][C:11]([C:5]2[N:4]=[C:3]([Cl:24])[C:2]([Cl:1])=[C:7]([C:8]([OH:10])=[O:9])[N:6]=2)=[C:12]([F:20])[C:13]=1[O:18][CH3:19]. The catalyst class is: 35. (10) Reactant: Cl.C([N:9]([C@@H:13]1[C@@:20]2([CH3:24])[C:21]([CH3:23])([CH3:22])[C@H:17]([CH2:18][CH2:19]2)[CH2:16][N:15]2[C:25](=[O:41])[C:26]([OH:40])=[C:27]([C:29](=[O:39])[NH:30][CH2:31][C:32]3[CH:37]=[CH:36][C:35]([F:38])=[CH:34][CH:33]=3)[N:28]=[C:14]12)[C:10](=O)[OH:11])C1C=CC=CC=1.[CH:42](N(C(C)C)CC)(C)C.C(Cl)(=O)C.N(C)C.CO. Product: [C:10]([NH:9][C@@H:13]1[C@@:20]2([CH3:24])[C:21]([CH3:22])([CH3:23])[C@H:17]([CH2:18][CH2:19]2)[CH2:16][N:15]2[C:25](=[O:41])[C:26]([OH:40])=[C:27]([C:29]([NH:30][CH2:31][C:32]3[CH:33]=[CH:34][C:35]([F:38])=[CH:36][CH:37]=3)=[O:39])[N:28]=[C:14]12)(=[O:11])[CH3:42]. The catalyst class is: 2.